This data is from Reaction yield outcomes from USPTO patents with 853,638 reactions. The task is: Predict the reaction yield, written as a fraction of the theoretical maximum amount of product (1.0 means a 100% yield; for example, 0.34 means a 34% yield). (1) The reactants are [CH3:1][O:2][C:3]1[CH:35]=[C:34]([O:36][CH3:37])[CH:33]=[CH:32][C:4]=1[CH2:5][N:6]1[CH2:14][C:13]2[C:12]([F:15])=[C:11]([NH:16][C@H:17]([CH2:21][CH:22]([CH3:24])[CH3:23])[C:18](O)=[O:19])[N:10]=[C:9]([C:25]3[CH:26]=[N:27][N:28]([CH3:30])[CH:29]=3)[C:8]=2[C:7]1=[O:31].Cl.CN.C[CH2:42][N:43](C(C)C)C(C)C.CN(C(ON1N=NC2C=CC=NC1=2)=[N+](C)C)C.F[P-](F)(F)(F)(F)F.CN.CCN=C=NCCCN(C)C.Cl.C1C=C2N=NN(O)C2=CC=1.O. The catalyst is CN(C=O)C. The product is [CH3:1][O:2][C:3]1[CH:35]=[C:34]([O:36][CH3:37])[CH:33]=[CH:32][C:4]=1[CH2:5][N:6]1[CH2:14][C:13]2[C:12]([F:15])=[C:11]([NH:16][C@H:17]([CH2:21][CH:22]([CH3:23])[CH3:24])[C:18]([NH:43][CH3:42])=[O:19])[N:10]=[C:9]([C:25]3[CH:26]=[N:27][N:28]([CH3:30])[CH:29]=3)[C:8]=2[C:7]1=[O:31]. The yield is 0.950. (2) The yield is 0.980. The catalyst is [Pd].CO. The reactants are [CH3:1][O:2][C:3]([C:5]1[N:6]([CH3:21])[N:7]=[C:8]([NH:10]C(OCC2C=CC=CC=2)=O)[CH:9]=1)=[O:4]. The product is [CH3:1][O:2][C:3]([C:5]1[N:6]([CH3:21])[N:7]=[C:8]([NH2:10])[CH:9]=1)=[O:4]. (3) The product is [CH2:21]([O:28][CH2:29][CH2:30][O:31][CH2:32][CH2:33][O:34][CH2:35][CH2:36][O:37][CH2:38][CH2:39][O:40][CH2:13][CH2:12][O:11][CH2:10][CH2:9][O:8][CH2:7][CH2:6][O:5][CH2:4][CH2:3][OH:15])[C:22]1[CH:23]=[CH:24][CH:25]=[CH:26][CH:27]=1. The reactants are [H-].[Na+].[CH2:3]([OH:15])[CH2:4][O:5][CH2:6][CH2:7][O:8][CH2:9][CH2:10][O:11][CH2:12][CH2:13]O.S([O-])(=O)(=O)C.[CH2:21]([O:28][CH2:29][CH2:30][O:31][CH2:32][CH2:33][O:34][CH2:35][CH2:36][O:37][CH2:38][CH2:39][OH:40])[C:22]1[CH:27]=[CH:26][CH:25]=[CH:24][CH:23]=1. The catalyst is O1CCCC1. The yield is 0.340. (4) The reactants are [F:1][C:2]1[CH:9]=[CH:8][C:5]([CH2:6]Br)=[CH:4][CH:3]=1.[C:10]([O:14][C:15]([N:17]1[CH2:27][CH2:26][C:20]2([NH:24][NH:23][C:22](=[O:25])[CH2:21]2)[CH2:19][CH2:18]1)=[O:16])([CH3:13])([CH3:12])[CH3:11]. The catalyst is CN(C=O)C. The product is [C:10]([O:14][C:15]([N:17]1[CH2:27][CH2:26][C:20]2([N:24]([CH2:6][C:5]3[CH:8]=[CH:9][C:2]([F:1])=[CH:3][CH:4]=3)[NH:23][C:22](=[O:25])[CH2:21]2)[CH2:19][CH2:18]1)=[O:16])([CH3:13])([CH3:11])[CH3:12]. The yield is 0.390. (5) The reactants are [NH2:1][C:2]1[S:3][C:4]2[C:10]([N:11]3[CH2:16][CH2:15][O:14][CH2:13][CH2:12]3)=[CH:9][CH:8]=[C:7]([O:17][CH3:18])[C:5]=2[N:6]=1.[Cl:19][CH2:20][C:21]1[CH:29]=[CH:28][C:24]([C:25](Cl)=[O:26])=[CH:23][CH:22]=1.N1C=CC=CC=1. The catalyst is ClCCl. The product is [Cl:19][CH2:20][C:21]1[CH:29]=[CH:28][C:24]([C:25]([NH:1][C:2]2[S:3][C:4]3[C:10]([N:11]4[CH2:16][CH2:15][O:14][CH2:13][CH2:12]4)=[CH:9][CH:8]=[C:7]([O:17][CH3:18])[C:5]=3[N:6]=2)=[O:26])=[CH:23][CH:22]=1. The yield is 0.540.